From a dataset of Catalyst prediction with 721,799 reactions and 888 catalyst types from USPTO. Predict which catalyst facilitates the given reaction. (1) Reactant: [CH3:1][C:2]1[N:6]([C:7]2[CH:12]=[CH:11][C:10]([C:13]([F:16])([F:15])[F:14])=[CH:9][N:8]=2)[N:5]=[CH:4][C:3]=1[C:17]([OH:19])=O.C(Cl)(=O)C(Cl)=O.C[N:27](C)C=O.[NH4+].[OH-]. Product: [CH3:1][C:2]1[N:6]([C:7]2[CH:12]=[CH:11][C:10]([C:13]([F:16])([F:15])[F:14])=[CH:9][N:8]=2)[N:5]=[CH:4][C:3]=1[C:17]([NH2:27])=[O:19]. The catalyst class is: 489. (2) Reactant: [OH-].[K+].[CH3:3][N:4]1[CH:8]=[C:7]([C:9]2[CH:33]=[CH:32][C:12]3[N:13]([C:16]4[CH:17]=[C:18]([NH:28]C(=O)C)[CH:19]=[C:20]([C:22]5[O:23][C:24]([CH3:27])=[CH:25][CH:26]=5)[CH:21]=4)[CH:14]=[N:15][C:11]=3[CH:10]=2)[CH:6]=[N:5]1. Product: [CH3:3][N:4]1[CH:8]=[C:7]([C:9]2[CH:33]=[CH:32][C:12]3[N:13]([C:16]4[CH:17]=[C:18]([CH:19]=[C:20]([C:22]5[O:23][C:24]([CH3:27])=[CH:25][CH:26]=5)[CH:21]=4)[NH2:28])[CH:14]=[N:15][C:11]=3[CH:10]=2)[CH:6]=[N:5]1. The catalyst class is: 815. (3) Reactant: [F:1][C:2]1[CH:13]=[CH:12][C:5]2[NH:6]C(=O)O[C:9](=[O:10])[C:4]=2[CH:3]=1.[NH2:14][CH2:15][C:16]([OH:18])=[O:17].C([N:21](CC)CC)C.Cl.N([O-])=O.[Na+]. Product: [F:1][C:2]1[CH:13]=[CH:12][C:5]2[N:6]=[N:21][N:14]([CH2:15][C:16]([OH:18])=[O:17])[C:9](=[O:10])[C:4]=2[CH:3]=1. The catalyst class is: 6. (4) Reactant: [Cl:1][C:2]1[C:3]([F:12])=[CH:4][C:5]2[C:9]([CH3:10])=[CH:8][S:7][C:6]=2[CH:11]=1.[Br:13]N1C(=O)CCC1=O.C(OOC(=O)C1C=CC=CC=1)(=O)C1C=CC=CC=1. Product: [Br:13][CH2:10][C:9]1[C:5]2[CH:4]=[C:3]([F:12])[C:2]([Cl:1])=[CH:11][C:6]=2[S:7][CH:8]=1. The catalyst class is: 53.